From a dataset of Reaction yield outcomes from USPTO patents with 853,638 reactions. Predict the reaction yield, written as a fraction of the theoretical maximum amount of product (1.0 means a 100% yield; for example, 0.34 means a 34% yield). (1) The reactants are O1[C:5]([C:6]2[C:14]3[C:9](=[N:10][CH:11]=[C:12]([C:15]4[CH:20]=[CH:19][CH:18]=[CH:17][C:16]=4[O:21][C:22]4[CH:27]=[CH:26][CH:25]=[CH:24][CH:23]=4)[CH:13]=3)[NH:8][CH:7]=2)=[CH:4]N=C1.[C:28]([Li])(C)(C)C.[CH3:33][CH2:34][CH2:35][CH2:36]C.CI. The catalyst is C1COCC1.CCOC(C)=O.C([O-])(O)=O.[Na+]. The product is [CH3:28][C:7]1[NH:8][C:9]2=[N:10][CH:11]=[C:12]([C:15]3[CH:20]=[CH:19][CH:18]=[CH:17][C:16]=3[O:21][C:22]3[CH:23]=[CH:24][CH:25]=[CH:26][CH:27]=3)[CH:13]=[C:14]2[C:6]=1[C:5]1[CH:36]=[CH:35][CH:34]=[CH:33][CH:4]=1. The yield is 0.0730. (2) The reactants are C(OC([N:8]1[CH2:32][CH2:31][C:11]2([CH2:15][N:14]([CH2:16][C:17]3[CH:22]=[CH:21][CH:20]=[C:19](CC4C=CC([Cl:30])=CC=4)[CH:18]=3)[CH2:13][CH2:12]2)[CH2:10][CH2:9]1)=O)(C)(C)C.[ClH:33].[O:34]1[CH2:39][CH2:38]OCC1. The catalyst is C(Cl)Cl. The product is [ClH:30].[Cl:33][C:10]1[CH:9]=[CH:38][C:39]([O:34][C:19]2[CH:18]=[C:17]([CH:22]=[CH:21][CH:20]=2)[CH2:16][N:14]2[CH2:13][CH2:12][C:11]3([CH2:10][CH2:9][NH:8][CH2:32][CH2:31]3)[CH2:15]2)=[CH:12][CH:11]=1. The yield is 0.860. (3) The reactants are [C:1]([C:5]1[CH:10]=[C:9]([F:11])[CH:8]=[CH:7][C:6]=1[OH:12])([CH3:4])([CH3:3])[CH3:2].CCN(CC)CC.Cl[C:21]([O:23][CH3:24])=[O:22]. The catalyst is O1CCOCC1. The product is [C:21](=[O:22])([O:23][CH3:24])[O:12][C:6]1[CH:7]=[CH:8][C:9]([F:11])=[CH:10][C:5]=1[C:1]([CH3:4])([CH3:2])[CH3:3]. The yield is 0.590.